This data is from Reaction yield outcomes from USPTO patents with 853,638 reactions. The task is: Predict the reaction yield, written as a fraction of the theoretical maximum amount of product (1.0 means a 100% yield; for example, 0.34 means a 34% yield). The catalyst is O. The reactants are [Br:1][C:2]1[S:6][C:5]([C:7]([O:9][CH3:10])=[O:8])=[C:4]([NH:11][C:12](=O)[C:13](F)(F)F)[CH:3]=1.Br.Br[CH2:20][C:21]1[CH:22]=[N:23][CH:24]=CC=1.C(=O)([O-])[O-].[Cs+].[Cs+].CC(N(C)C)=O. The yield is 0.530. The product is [Br:1][C:2]1[S:6][C:5]([C:7]([O:9][CH3:10])=[O:8])=[C:4]([NH:11][CH2:12][C:13]2[CH:24]=[N:23][CH:22]=[CH:21][CH:20]=2)[CH:3]=1.